Dataset: Forward reaction prediction with 1.9M reactions from USPTO patents (1976-2016). Task: Predict the product of the given reaction. (1) Given the reactants Cl.[Cl:2][C:3]1[CH:8]=[C:7]([C:9]2[CH:14]=[CH:13][CH:12]=[C:11]([Cl:15])[CH:10]=2)[N:6]=[C:5]2[CH2:16][CH2:17][CH2:18][C:4]=12.[CH3:19][O:20][CH2:21][CH2:22][C:23]1[CH:29]=[CH:28][C:26]([NH2:27])=[CH:25][CH:24]=1, predict the reaction product. The product is: [ClH:2].[Cl:15][C:11]1[CH:10]=[C:9]([C:7]2[N:6]=[C:5]3[CH2:16][CH2:17][CH2:18][C:4]3=[C:3]([NH:27][C:26]3[CH:25]=[CH:24][C:23]([CH2:22][CH2:21][O:20][CH3:19])=[CH:29][CH:28]=3)[CH:8]=2)[CH:14]=[CH:13][CH:12]=1. (2) Given the reactants [Si]([O:8][C@@H:9]1[CH2:20][CH:19]=[CH:18][CH2:17][C@@H:16]([CH3:21])[C:15](=[O:22])[O:14][CH2:13][C@@H:12]([C:23]2[CH:28]=[CH:27][CH:26]=[CH:25][CH:24]=2)[NH:11][C:10]1=[O:29])(C(C)(C)C)(C)C.C1COCC1.CCCC[N+](CCCC)(CCCC)CCCC.[F-], predict the reaction product. The product is: [OH:8][C@@H:9]1[CH2:20][CH:19]=[CH:18][CH2:17][C@@H:16]([CH3:21])[C:15](=[O:22])[O:14][CH2:13][C@@H:12]([C:23]2[CH:28]=[CH:27][CH:26]=[CH:25][CH:24]=2)[NH:11][C:10]1=[O:29]. (3) Given the reactants [NH2:1][C@@H:2]([CH2:6][CH2:7][C:8]([NH:10][C@H:11]([C:14]([NH:16][CH2:17][C:18]([OH:20])=[O:19])=[O:15])[CH2:12][SH:13])=[O:9])[C:3]([OH:5])=[O:4].[C:21](OC(=O)C)(=[O:23])[CH3:22].C(O)(=O)C.C(OCC)C, predict the reaction product. The product is: [C:21]([NH:1][C@@H:2]([CH2:6][CH2:7][C:8]([NH:10][C@H:11]([C:14]([NH:16][CH2:17][C:18]([OH:20])=[O:19])=[O:15])[CH2:12][SH:13])=[O:9])[C:3]([OH:5])=[O:4])(=[O:23])[CH3:22]. (4) Given the reactants Cl.[NH2:2][CH2:3][C:4]([NH:6][CH3:7])=[O:5].[OH-].[Na+].[CH3:10][C:11]([O:14][C:15](O[C:15]([O:14][C:11]([CH3:13])([CH3:12])[CH3:10])=[O:16])=[O:16])([CH3:13])[CH3:12], predict the reaction product. The product is: [CH3:7][NH:6][C:4]([CH2:3][NH:2][C:15](=[O:16])[O:14][C:11]([CH3:13])([CH3:12])[CH3:10])=[O:5]. (5) The product is: [O:18]1[CH2:19][CH2:20][N:21]([C:24]2[CH:25]=[CH:26][C:27]([NH:28][C:2]3[N:7]=[C:6]([NH:8][C:9]4[CH:14]=[CH:13][CH:12]=[C:11]([N+:15]([O-:17])=[O:16])[CH:10]=4)[CH:5]=[CH:4][N:3]=3)=[CH:29][CH:30]=2)[CH2:22][CH2:23]1. Given the reactants Cl[C:2]1[N:7]=[C:6]([NH:8][C:9]2[CH:14]=[CH:13][CH:12]=[C:11]([N+:15]([O-:17])=[O:16])[CH:10]=2)[CH:5]=[CH:4][N:3]=1.[O:18]1[CH2:23][CH2:22][N:21]([C:24]2[CH:30]=[CH:29][C:27]([NH2:28])=[CH:26][CH:25]=2)[CH2:20][CH2:19]1.C(C(O)=O)(F)(F)F, predict the reaction product. (6) The product is: [Br:1][C:2]1[C:3]2[N:4]([C:39]([CH3:42])=[N:40][N:41]=2)[C:5]2[CH:10]=[C:9]([CH3:11])[N:8]([CH2:12][C:13]3[CH:14]=[C:15]([CH2:20][OH:21])[CH:16]=[C:17]([Cl:19])[CH:18]=3)[C:6]=2[CH:7]=1. Given the reactants [Br:1][C:2]1[C:3]2[N:4]([C:39]([CH3:42])=[N:40][N:41]=2)[C:5]2[CH:10]=[C:9]([CH3:11])[N:8]([CH2:12][C:13]3[CH:18]=[C:17]([Cl:19])[CH:16]=[C:15]([CH2:20][O:21][Si](C(C)(C)C)(C4C=CC=CC=4)C4C=CC=CC=4)[CH:14]=3)[C:6]=2[CH:7]=1.CCCC[N+](CCCC)(CCCC)CCCC.[F-], predict the reaction product. (7) Given the reactants [NH2:1][C:2]1[N:10]=[C:9]([Cl:11])[CH:8]=[CH:7][C:3]=1[C:4]([NH2:6])=[O:5].C(Cl)(=O)[C:13](Cl)=[O:14], predict the reaction product. The product is: [Cl:11][C:9]1[CH:8]=[CH:7][C:3]2[C:4](=[O:5])[NH:6][C:13](=[O:14])[NH:1][C:2]=2[N:10]=1.